Dataset: Full USPTO retrosynthesis dataset with 1.9M reactions from patents (1976-2016). Task: Predict the reactants needed to synthesize the given product. (1) Given the product [C:1]([N:4]1[C:13]2[C:8](=[CH:9][C:10]([C:14]([O:16][CH2:17][CH3:18])=[O:15])=[CH:11][CH:12]=2)[C@H:7]([NH:19][C:23]2[N:28]=[CH:27][CH:26]=[CH:25][N:24]=2)[C@@H:6]([CH3:20])[C@@H:5]1[CH3:21])(=[O:3])[CH3:2], predict the reactants needed to synthesize it. The reactants are: [C:1]([N:4]1[C:13]2[C:8](=[CH:9][C:10]([C:14]([O:16][CH2:17][CH3:18])=[O:15])=[CH:11][CH:12]=2)[C@H:7]([NH2:19])[C@@H:6]([CH3:20])[C@@H:5]1[CH3:21])(=[O:3])[CH3:2].F[C:23]1[N:28]=[CH:27][CH:26]=[CH:25][N:24]=1.CCN(C(C)C)C(C)C. (2) Given the product [NH2:21][C:22]1[CH:27]=[CH:26][C:25]([S:28][C:2]2[C:11]3[C:6](=[CH:7][CH:8]=[CH:9][CH:10]=3)[NH:5]/[C:4](=[C:12]3/[C:13]([CH2:18][CH2:19][CH3:20])=[N:14][NH:15][C:16]/3=[O:17])/[CH:3]=2)=[CH:24][CH:23]=1, predict the reactants needed to synthesize it. The reactants are: Cl[C:2]1[C:11]2[C:6](=[CH:7][CH:8]=[CH:9][CH:10]=2)[NH:5]/[C:4](=[C:12]2/[C:13]([CH2:18][CH2:19][CH3:20])=[N:14][NH:15][C:16]/2=[O:17])/[CH:3]=1.[NH2:21][C:22]1[CH:27]=[CH:26][C:25]([SH:28])=[CH:24][CH:23]=1. (3) Given the product [O:21]1[C:22]2[C:23](=[N:24][CH:25]=[CH:26][CH:27]=2)[O:28][C@@H:19]([C:16]2[CH:17]=[CH:18][C:13]([CH2:12][N:9]3[CH2:10][CH2:11][CH:6]([CH2:4][NH:36][C:37](=[O:39])[CH3:38])[CH2:7][CH2:8]3)=[CH:14][CH:15]=2)[CH2:20]1, predict the reactants needed to synthesize it. The reactants are: C(O[C:4]([CH:6]1[CH2:11][CH2:10][N:9]([CH2:12][C:13]2[CH:18]=[CH:17][C:16]([C@@H:19]3[O:28][C:23]4=[N:24][CH:25]=[CH:26][CH:27]=[C:22]4[O:21][CH2:20]3)=[CH:15][CH:14]=2)[CH2:8][CH2:7]1)=O)C.N1CCC(C[NH:36][C:37](=[O:39])[CH3:38])CC1. (4) Given the product [F:1][C:2]1[CH:7]=[CH:6][C:5]([C:8]([F:11])([F:9])[F:10])=[CH:4][C:3]=1[NH:12][C:13]([NH:15][C:16]1[CH:21]=[CH:20][C:19](/[C:22](/[C:28]2[CH:33]=[CH:32][CH:31]=[CH:30][CH:29]=2)=[CH:23]\[C:24]([NH2:26])=[O:25])=[CH:18][CH:17]=1)=[O:14], predict the reactants needed to synthesize it. The reactants are: [F:1][C:2]1[CH:7]=[CH:6][C:5]([C:8]([F:11])([F:10])[F:9])=[CH:4][C:3]=1[NH:12][C:13]([NH:15][C:16]1[CH:21]=[CH:20][C:19]([C:22]#[C:23][C:24]([NH2:26])=[O:25])=[CH:18][CH:17]=1)=[O:14].I[C:28]1[CH:33]=[CH:32][CH:31]=[CH:30][CH:29]=1.C(NCC)C.C(O)=O. (5) Given the product [CH2:2]([C:4]1[N:5]=[C:6]([CH:9]([NH:20][C:28](=[O:30])[C@H:27]([C:32]2[CH:33]=[CH:34][CH:35]=[CH:36][CH:37]=2)[CH2:21][C:26]2[CH:42]=[CH:22][CH:23]=[CH:24][CH:25]=2)[CH2:10][C:11]2[CH:16]=[CH:15][C:14]([N+:17]([O-:19])=[O:18])=[CH:13][CH:12]=2)[S:7][CH:8]=1)[CH3:3], predict the reactants needed to synthesize it. The reactants are: Br.[CH2:2]([C:4]1[N:5]=[C:6]([C@@H:9]([NH2:20])[CH2:10][C:11]2[CH:16]=[CH:15][C:14]([N+:17]([O-:19])=[O:18])=[CH:13][CH:12]=2)[S:7][CH:8]=1)[CH3:3].[C:21]1([C:27]([C:32]2[CH:37]=[CH:36][CH:35]=[CH:34][CH:33]=2)(C)[C:28]([OH:30])=O)[CH:26]=[CH:25][CH:24]=[CH:23][CH:22]=1.ON1C2C=CC=C[C:42]=2N=N1.CN(C)CCCN=C=NCC.C(N(CC)CC)C. (6) Given the product [F:1][C:2]1[CH:9]=[CH:8][C:5]([CH2:6][O:14][C:15]2[CH:19]=[C:18]([N:20]3[C:24]4[CH:25]=[N:26][CH:27]=[CH:28][C:23]=4[N:22]=[CH:21]3)[S:17][C:16]=2[C:29]([O:31][CH3:32])=[O:30])=[C:4]([C:10]([F:13])([F:12])[F:11])[CH:3]=1, predict the reactants needed to synthesize it. The reactants are: [F:1][C:2]1[CH:9]=[CH:8][C:5]([CH2:6]Br)=[C:4]([C:10]([F:13])([F:12])[F:11])[CH:3]=1.[OH:14][C:15]1[CH:19]=[C:18]([N:20]2[C:24]3[CH:25]=[N:26][CH:27]=[CH:28][C:23]=3[N:22]=[CH:21]2)[S:17][C:16]=1[C:29]([O:31][CH3:32])=[O:30].C(=O)([O-])[O-].[K+].[K+]. (7) Given the product [Cl:1][C:2]1[C:3]([F:24])=[C:4]([NH:9][C:10]2[C:19]3[C:14](=[CH:15][C:16]([O:26][CH3:25])=[C:17]([N+:20]([O-:22])=[O:21])[CH:18]=3)[N:13]=[CH:12][N:11]=2)[CH:5]=[CH:6][C:7]=1[Cl:8], predict the reactants needed to synthesize it. The reactants are: [Cl:1][C:2]1[C:3]([F:24])=[C:4]([NH:9][C:10]2[C:19]3[C:14](=[CH:15][C:16](F)=[C:17]([N+:20]([O-:22])=[O:21])[CH:18]=3)[N:13]=[CH:12][N:11]=2)[CH:5]=[CH:6][C:7]=1[Cl:8].[CH3:25][O-:26].[Na+].O. (8) Given the product [CH3:11][O:12][CH2:13][CH2:14][CH2:15][CH2:16][C:17]([CH:5]1[C:6](=[O:8])[O:7][C:2]([CH3:10])([CH3:1])[O:3][C:4]1=[O:9])=[O:18], predict the reactants needed to synthesize it. The reactants are: [CH3:1][C:2]1([CH3:10])[O:7][C:6](=[O:8])[CH2:5][C:4](=[O:9])[O:3]1.[CH3:11][O:12][CH2:13][CH2:14][CH2:15][CH2:16][C:17](Cl)=[O:18]. (9) The reactants are: Cl.[NH2:2][C@@H:3]1[CH2:7][N:6]([C:8]2[CH:13]=[CH:12][C:11]([O:14][CH2:15][C:16]3[CH:21]=[CH:20][CH:19]=[C:18]([F:22])[CH:17]=3)=[CH:10][CH:9]=2)[C:5](=[O:23])[CH2:4]1.C(N(CC)CC)C.[C:31](Cl)(=[O:33])[CH3:32]. Given the product [F:22][C:18]1[CH:17]=[C:16]([CH:21]=[CH:20][CH:19]=1)[CH2:15][O:14][C:11]1[CH:10]=[CH:9][C:8]([N:6]2[C:5](=[O:23])[CH2:4][C@H:3]([NH:2][C:31](=[O:33])[CH3:32])[CH2:7]2)=[CH:13][CH:12]=1, predict the reactants needed to synthesize it.